The task is: Predict the reaction yield, written as a fraction of the theoretical maximum amount of product (1.0 means a 100% yield; for example, 0.34 means a 34% yield).. This data is from Reaction yield outcomes from USPTO patents with 853,638 reactions. (1) The reactants are [Cl:1][C:2]1[C:7]([O:8][CH3:9])=[C:6]([O:10][CH3:11])[CH:5]=[CH:4][C:3]=1[CH2:12][CH2:13][NH2:14].C(N(CC)CC)C.Cl[C:23]([O:25][CH2:26][CH3:27])=[O:24]. The catalyst is ClCCl. The product is [Cl:1][C:2]1[C:7]([O:8][CH3:9])=[C:6]([O:10][CH3:11])[CH:5]=[CH:4][C:3]=1[CH2:12][CH2:13][NH:14][C:23](=[O:24])[O:25][CH2:26][CH3:27]. The yield is 0.970. (2) The reactants are [C:1]([C:5]1[N:10]=[CH:9][N:8]=[C:7]([NH:11][C:12](=O)[O:13]C2C=CC=CC=2)[CH:6]=1)([CH3:4])([CH3:3])[CH3:2].[CH3:21][NH:22][C@@H:23]([CH3:29])[C:24]([O:26]CC)=O.O. The catalyst is CS(C)=O. The product is [C:1]([C:5]1[N:10]=[CH:9][N:8]=[C:7]([N:11]2[C:24](=[O:26])[C@H:23]([CH3:29])[N:22]([CH3:21])[C:12]2=[O:13])[CH:6]=1)([CH3:4])([CH3:2])[CH3:3]. The yield is 0.480. (3) The reactants are P12(SP3(SP(SP(S3)(S1)=S)(=S)S2)=S)=S.C(N)=O.Br[CH2:19][C:20]([C:22]1[CH:27]=[CH:26][C:25]([OH:28])=[CH:24][C:23]=1[F:29])=O.[CH:30]([NH2:32])=[S:31].[OH-].[Na+]. The catalyst is O1CCOCC1. The product is [F:29][C:23]1[CH:24]=[C:25]([OH:28])[CH:26]=[CH:27][C:22]=1[C:20]1[N:32]=[CH:30][S:31][CH:19]=1. The yield is 0.860. (4) The reactants are [CH3:1][O:2][C:3]1[CH:8]=[CH:7][C:6](Cl)=[CH:5][CH:4]=1.[C:10]([C:13]1[CH:18]=[CH:17][CH:16]=[CH:15][CH:14]=1)(=[O:12])[CH3:11].P. The catalyst is C1(C)C=CC=CC=1.C(Cl)C=CC1C=CC=CC=1.[Pd]. The product is [CH3:1][O:2][C:3]1[CH:8]=[CH:7][C:6]([CH2:11][C:10]([C:13]2[CH:18]=[CH:17][CH:16]=[CH:15][CH:14]=2)=[O:12])=[CH:5][CH:4]=1. The yield is 0.790. (5) The reactants are [CH2:1]([O:8][C:9](=[O:18])[NH:10][CH2:11][CH:12]1[CH2:17][CH2:16][NH:15][CH2:14][CH2:13]1)[C:2]1[CH:7]=[CH:6][CH:5]=[CH:4][CH:3]=1.[O:19]1[C:21]2([CH2:26][CH2:25][O:24][CH2:23][CH2:22]2)[CH2:20]1. The catalyst is CO. The product is [CH2:1]([O:8][C:9](=[O:18])[NH:10][CH2:11][CH:12]1[CH2:13][CH2:14][N:15]([CH2:20][C:21]2([OH:19])[CH2:26][CH2:25][O:24][CH2:23][CH2:22]2)[CH2:16][CH2:17]1)[C:2]1[CH:7]=[CH:6][CH:5]=[CH:4][CH:3]=1. The yield is 0.490. (6) The reactants are [CH3:1][N:2]([CH3:16])[CH2:3][CH2:4][O:5][C:6]1[CH:12]=[CH:11][C:10]([N+:13]([O-:15])=[O:14])=[CH:9][C:7]=1[NH2:8].C(N(C(C)C)CC)(C)C.[C:26](Cl)(=[O:29])[CH:27]=[CH2:28]. The catalyst is ClCCl.O1CCCC1.O. The product is [CH3:1][N:2]([CH3:16])[CH2:3][CH2:4][O:5][C:6]1[CH:12]=[CH:11][C:10]([N+:13]([O-:15])=[O:14])=[CH:9][C:7]=1[NH:8][C:26](=[O:29])[CH:27]=[CH2:28]. The yield is 0.860. (7) The reactants are [NH2:1][C:2]1[NH:3][C:4](=[O:30])[C:5]2[S:10][C:9](=[O:11])[N:8]([C@@H:12]3[O:24][C@H:23]([CH2:25][O:26][C:27](=[O:29])[CH3:28])[C@@H:18]([O:19][C:20](=[O:22])[CH3:21])[C@H:13]3[O:14][C:15](=[O:17])[CH3:16])[C:6]=2[N:7]=1.C1(P(C2C=CC=CC=2)C2C=CC=CC=2)C=CC=CC=1.O[CH2:51][C:52]1[O:53][C:54](=[O:58])[O:55][C:56]=1[CH3:57].N(C(OCC)=O)=NC(OCC)=O. The yield is 0.710. The catalyst is C1COCC1. The product is [NH2:1][C:2]1[N:3]=[C:4]([O:30][CH2:51][C:52]2[O:53][C:54](=[O:58])[O:55][C:56]=2[CH3:57])[C:5]2[S:10][C:9](=[O:11])[N:8]([C@@H:12]3[O:24][C@H:23]([CH2:25][O:26][C:27](=[O:29])[CH3:28])[C@@H:18]([O:19][C:20](=[O:22])[CH3:21])[C@H:13]3[O:14][C:15](=[O:17])[CH3:16])[C:6]=2[N:7]=1. (8) The reactants are [Cl:1][C:2]1[CH:25]=[CH:24][C:5]([CH2:6][CH2:7][O:8][C:9]2[N:14]=[N:13][C:12]([C:15]3[CH:23]=[CH:22][C:18]([C:19]([OH:21])=O)=[CH:17][CH:16]=3)=[CH:11][CH:10]=2)=[CH:4][CH:3]=1.[C:26]1([CH3:36])[CH:31]=[CH:30][C:29]([S:32]([NH2:35])(=[O:34])=[O:33])=[CH:28][CH:27]=1. The catalyst is CN(C)C1C=CN=CC=1.ClCCl. The product is [Cl:1][C:2]1[CH:3]=[CH:4][C:5]([CH2:6][CH2:7][O:8][C:9]2[N:14]=[N:13][C:12]([C:15]3[CH:23]=[CH:22][C:18]([C:19]([NH:35][S:32]([C:29]4[CH:30]=[CH:31][C:26]([CH3:36])=[CH:27][CH:28]=4)(=[O:33])=[O:34])=[O:21])=[CH:17][CH:16]=3)=[CH:11][CH:10]=2)=[CH:24][CH:25]=1. The yield is 0.240. (9) The reactants are [Cl:1][C:2]1[CH:29]=[CH:28][C:5]2[CH:6]=[C:7]([C:9]3[C:18]([N:19]([CH3:23])[CH:20]([CH3:22])[CH3:21])=[N:17][C:16]4[C:11](=[CH:12][CH:13]=[C:14]([C:24]([O:26]C)=[O:25])[CH:15]=4)[N:10]=3)[O:8][C:4]=2[CH:3]=1.[OH-].[Na+].Cl. The catalyst is CO.O. The product is [Cl:1][C:2]1[CH:29]=[CH:28][C:5]2[CH:6]=[C:7]([C:9]3[C:18]([N:19]([CH3:23])[CH:20]([CH3:22])[CH3:21])=[N:17][C:16]4[C:11](=[CH:12][CH:13]=[C:14]([C:24]([OH:26])=[O:25])[CH:15]=4)[N:10]=3)[O:8][C:4]=2[CH:3]=1. The yield is 0.430. (10) The reactants are B(Br)(Br)Br.[CH2:5]([C:7]1([CH2:62][CH3:63])[C:19]2[CH:18]=[C:17]([C:20]3[CH:25]=[CH:24][C:23]([C:26]4[CH:31]=[CH:30][C:29]([O:32]CCCCCCCC)=[CH:28][CH:27]=4)=[CH:22][CH:21]=3)[CH:16]=[CH:15][C:14]=2[C:13]2[C:8]1=[CH:9][C:10]([C:41]1[CH:46]=[CH:45][C:44]([C:47]3[CH:52]=[CH:51][C:50]([O:53]CCCCCCCC)=[CH:49][CH:48]=3)=[CH:43][CH:42]=1)=[CH:11][CH:12]=2)[CH3:6]. The catalyst is C(Cl)Cl. The product is [CH2:62]([C:7]1([CH2:5][CH3:6])[C:8]2[CH:9]=[C:10]([C:41]3[CH:42]=[CH:43][C:44]([C:47]4[CH:52]=[CH:51][C:50]([OH:53])=[CH:49][CH:48]=4)=[CH:45][CH:46]=3)[CH:11]=[CH:12][C:13]=2[C:14]2[C:19]1=[CH:18][C:17]([C:20]1[CH:25]=[CH:24][C:23]([C:26]3[CH:31]=[CH:30][C:29]([OH:32])=[CH:28][CH:27]=3)=[CH:22][CH:21]=1)=[CH:16][CH:15]=2)[CH3:63]. The yield is 0.400.